Dataset: Forward reaction prediction with 1.9M reactions from USPTO patents (1976-2016). Task: Predict the product of the given reaction. Given the reactants [Si]([O:8][C@@H:9]1[C@@H:13]([OH:14])[CH2:12][N:11]([C:15](=[O:44])[CH2:16][CH2:17][O:18][C:19]2[CH:43]=[CH:42][C:22]([CH2:23][NH:24][C:25]([C:27]3[CH:41]=[CH:40][C:30]([CH2:31][NH:32]C(=O)OC(C)(C)C)=[CH:29][CH:28]=3)=[O:26])=[CH:21][CH:20]=2)[CH2:10]1)(C(C)(C)C)(C)C.Cl, predict the reaction product. The product is: [NH2:32][CH2:31][C:30]1[CH:40]=[CH:41][C:27]([C:25]([NH:24][CH2:23][C:22]2[CH:21]=[CH:20][C:19]([O:18][CH2:17][CH2:16][C:15]([N:11]3[CH2:12][C@H:13]([OH:14])[C@@H:9]([OH:8])[CH2:10]3)=[O:44])=[CH:43][CH:42]=2)=[O:26])=[CH:28][CH:29]=1.